From a dataset of Full USPTO retrosynthesis dataset with 1.9M reactions from patents (1976-2016). Predict the reactants needed to synthesize the given product. (1) Given the product [Cl:35][CH2:3][CH:2]([OH:1])[CH2:5][NH:4][C:6]1[CH:7]=[C:8]([C:12]2[N:13]=[C:14]3[C:20]([C:21](=[O:26])[C:22]([CH3:25])([CH3:24])[CH3:23])=[CH:19][NH:18][C:15]3=[N:16][CH:17]=2)[CH:9]=[CH:10][CH:11]=1, predict the reactants needed to synthesize it. The reactants are: [OH:1][CH:2]1[CH2:5][N:4]([C:6]2[CH:7]=[C:8]([C:12]3[N:13]=[C:14]4[C:20]([C:21](=[O:26])[C:22]([CH3:25])([CH3:24])[CH3:23])=[CH:19][N:18](COCC[Si](C)(C)C)[C:15]4=[N:16][CH:17]=3)[CH:9]=[CH:10][CH:11]=2)[CH2:3]1.[ClH:35]. (2) Given the product [CH2:17]([CH:19]([CH2:22][CH2:23][CH2:24][CH3:25])[CH2:20][O:10][C:7]1[CH:8]=[CH:9][C:4]([N+:1]([O-:3])=[O:2])=[CH:5][CH:6]=1)[CH3:18], predict the reactants needed to synthesize it. The reactants are: [N+:1]([C:4]1[CH:9]=[CH:8][C:7]([OH:10])=[CH:6][CH:5]=1)([O-:3])=[O:2].C(=O)([O-])[O-].[K+].[K+].[CH2:17]([CH:19]([CH2:22][CH2:23][CH2:24][CH3:25])[CH2:20]I)[CH3:18].